This data is from Forward reaction prediction with 1.9M reactions from USPTO patents (1976-2016). The task is: Predict the product of the given reaction. Given the reactants [Cl:1][C:2]1[CH:7]=[CH:6][C:5]([C@@H:8]2[C@@:10]3([C:18]4[C:13](=[CH:14][CH:15]=[CH:16][CH:17]=4)[N:12]([C:19]4[CH:20]=[C:21]([CH:25]=[C:26]([N:28]5[CH2:32][CH2:31][O:30][C:29]5=[O:33])[CH:27]=4)[C:22]([O-:24])=[O:23])[C:11]3=[O:34])[CH2:9]2)=[CH:4][CH:3]=1.[OH-].[Li+], predict the reaction product. The product is: [Cl:1][C:2]1[CH:7]=[CH:6][C:5]([C@@H:8]2[C@@:10]3([C:18]4[C:13](=[CH:14][CH:15]=[CH:16][CH:17]=4)[N:12]([C:19]4[CH:20]=[C:21]([CH:25]=[C:26]([N:28]5[CH2:32][CH2:31][O:30][C:29]5=[O:33])[CH:27]=4)[C:22]([OH:24])=[O:23])[C:11]3=[O:34])[CH2:9]2)=[CH:4][CH:3]=1.